This data is from Reaction yield outcomes from USPTO patents with 853,638 reactions. The task is: Predict the reaction yield, written as a fraction of the theoretical maximum amount of product (1.0 means a 100% yield; for example, 0.34 means a 34% yield). (1) The reactants are Br[C:2]1[CH:17]=[CH:16][C:5]([O:6][CH:7]2[CH2:15][C:14]3[C:9](=[CH:10][CH:11]=[CH:12][CH:13]=3)[CH2:8]2)=[CH:4][CH:3]=1.C(=O)([O-])O.[Na+].[C:23]([O:27][CH3:28])(=[O:26])[CH:24]=[CH2:25]. The catalyst is CN(C)C=O.[Cl-].C([N+](CCCC)(CCCC)CCCC)CCC.C([O-])(=O)C.[Pd+2].C([O-])(=O)C. The product is [CH2:8]1[C:9]2[C:14](=[CH:13][CH:12]=[CH:11][CH:10]=2)[CH2:15][CH:7]1[O:6][C:5]1[CH:16]=[CH:17][C:2](/[CH:25]=[CH:24]/[C:23]([O:27][CH3:28])=[O:26])=[CH:3][CH:4]=1. The yield is 0.690. (2) The reactants are [CH3:1][C:2]1[N:6]([CH:7]([CH3:11])[C:8]([OH:10])=O)[N:5]=[C:4]([C:12]([F:15])([F:14])[F:13])[N:3]=1.[F:16][C:17]1[CH:22]=[CH:21][C:20]([N:23]2[C:31]3[CH2:30][CH2:29][CH2:28][NH:27][C:26]=3[CH:25]=[N:24]2)=[CH:19][CH:18]=1.CCN(C(C)C)C(C)C. The catalyst is CN(C=O)C. The product is [F:16][C:17]1[CH:18]=[CH:19][C:20]([N:23]2[C:31]3[CH2:30][CH2:29][CH2:28][N:27]([C:8](=[O:10])[CH:7]([N:6]4[C:2]([CH3:1])=[N:3][C:4]([C:12]([F:15])([F:14])[F:13])=[N:5]4)[CH3:11])[C:26]=3[CH:25]=[N:24]2)=[CH:21][CH:22]=1. The yield is 0.300.